From a dataset of Full USPTO retrosynthesis dataset with 1.9M reactions from patents (1976-2016). Predict the reactants needed to synthesize the given product. (1) Given the product [CH3:1][C:2]1[N:3]([C:8]2[CH:12]=[C:11]([C:13]([O:16][CH3:21])([CH3:14])[CH3:15])[N:10]([CH3:17])[N:9]=2)[C:4]([CH3:7])=[CH:5][CH:6]=1, predict the reactants needed to synthesize it. The reactants are: [CH3:1][C:2]1[N:3]([C:8]2[CH:12]=[C:11]([C:13]([OH:16])([CH3:15])[CH3:14])[N:10]([CH3:17])[N:9]=2)[C:4]([CH3:7])=[CH:5][CH:6]=1.[H-].[Na+].I[CH3:21].O. (2) Given the product [CH3:27][O:26][C:12]1[CH:11]=[C:10]([CH:15]=[CH:14][C:13]=1[O:16][CH2:17][C:18]1[CH:19]=[N:20][C:21]([O:24][CH3:25])=[CH:22][CH:23]=1)[CH2:9][N:6]1[C:5]2[CH:28]=[CH:29][C:2]([N:34]3[CH2:35][CH2:36][N:31]([CH3:30])[CH2:32][CH2:33]3)=[CH:3][C:4]=2[N:8]=[CH:7]1, predict the reactants needed to synthesize it. The reactants are: I[C:2]1[CH:29]=[CH:28][C:5]2[N:6]([CH2:9][C:10]3[CH:15]=[CH:14][C:13]([O:16][CH2:17][C:18]4[CH:19]=[N:20][C:21]([O:24][CH3:25])=[CH:22][CH:23]=4)=[C:12]([O:26][CH3:27])[CH:11]=3)[CH:7]=[N:8][C:4]=2[CH:3]=1.[CH3:30][N:31]1[CH2:36][CH2:35][NH:34][CH2:33][CH2:32]1.C(=O)([O-])[O-].[Na+].[Na+].N1CCC[C@H]1C(O)=O. (3) Given the product [CH2:1]([O:19][CH:20]([O:34][CH2:35][CH2:36][CH2:37][CH2:38][CH2:39][CH2:40][CH2:41][CH2:42]/[CH:43]=[CH:44]\[CH2:45]/[CH:46]=[CH:47]\[CH2:48][CH2:49][CH2:50][CH2:51][CH3:52])[C@H:21]1[NH:22][CH2:23][C@H:24]([OH:26])[CH2:25]1)[CH2:2][CH2:3][CH2:4][CH2:5][CH2:6][CH2:7][CH2:8]/[CH:9]=[CH:10]\[CH2:11]/[CH:12]=[CH:13]\[CH2:14][CH2:15][CH2:16][CH2:17][CH3:18], predict the reactants needed to synthesize it. The reactants are: [CH2:1]([O:19][CH:20]([O:34][CH2:35][CH2:36][CH2:37][CH2:38][CH2:39][CH2:40][CH2:41][CH2:42]/[CH:43]=[CH:44]\[CH2:45]/[CH:46]=[CH:47]\[CH2:48][CH2:49][CH2:50][CH2:51][CH3:52])[C@@H:21]1[CH2:25][C@@H:24]([OH:26])[CH2:23][N:22]1C(OC(C)(C)C)=O)[CH2:2][CH2:3][CH2:4][CH2:5][CH2:6][CH2:7][CH2:8]/[CH:9]=[CH:10]\[CH2:11]/[CH:12]=[CH:13]\[CH2:14][CH2:15][CH2:16][CH2:17][CH3:18].Cl.